This data is from Reaction yield outcomes from USPTO patents with 853,638 reactions. The task is: Predict the reaction yield, written as a fraction of the theoretical maximum amount of product (1.0 means a 100% yield; for example, 0.34 means a 34% yield). (1) The reactants are [O:1]([C:8]1[CH:9]=[C:10]([N:14]([CH2:22][C:23]2[CH:24]=[C:25]([CH:30]=[CH:31][CH:32]=2)[C:26](OC)=[O:27])[CH2:15][CH:16]([OH:21])[C:17]([F:20])([F:19])[F:18])[CH:11]=[CH:12][CH:13]=1)[C:2]1[CH:7]=[CH:6][CH:5]=[CH:4][CH:3]=1.Cl.[CH3:34][NH:35][O:36][CH3:37].C([Mg]Cl)(C)C. The catalyst is O1CCCC1. The product is [CH3:37][O:36][N:35]([CH3:34])[C:26](=[O:27])[C:25]1[CH:30]=[CH:31][CH:32]=[C:23]([CH2:22][N:14]([C:10]2[CH:11]=[CH:12][CH:13]=[C:8]([O:1][C:2]3[CH:3]=[CH:4][CH:5]=[CH:6][CH:7]=3)[CH:9]=2)[CH2:15][CH:16]([OH:21])[C:17]([F:20])([F:18])[F:19])[CH:24]=1. The yield is 0.660. (2) The reactants are C[O:2][C:3](=[O:31])[CH2:4][CH2:5][C:6]12[CH2:13][C:10]([C:14]3[NH:22][C:21]4[C:20](=[O:23])[N:19]([CH2:24][CH2:25][CH3:26])[C:18](=[O:27])[N:17]([CH2:28][CH2:29][CH3:30])[C:16]=4[N:15]=3)([CH2:11][CH2:12]1)[CH2:9][CH2:8][CH2:7]2.[OH-].[Na+]. The catalyst is C1COCC1. The product is [O:27]=[C:18]1[N:17]([CH2:28][CH2:29][CH3:30])[C:16]2[N:15]=[C:14]([C:10]34[CH2:13][C:6]([CH2:5][CH2:4][C:3]([OH:31])=[O:2])([CH2:12][CH2:11]3)[CH2:7][CH2:8][CH2:9]4)[NH:22][C:21]=2[C:20](=[O:23])[N:19]1[CH2:24][CH2:25][CH3:26]. The yield is 0.320. (3) The reactants are CO[C:3](=[O:18])[CH:4]([C:11]1[CH:16]=[CH:15][CH:14]=[C:13]([Cl:17])[CH:12]=1)[CH2:5][CH:6]1[CH2:10][CH2:9][CH2:8][CH2:7]1.[NH2:19][C:20]1[S:21][CH:22]=[CH:23][N:24]=1.C[O-].[Mg+2].C[O-].CO. No catalyst specified. The product is [Cl:17][C:13]1[CH:12]=[C:11]([CH:4]([CH2:5][CH:6]2[CH2:7][CH2:8][CH2:9][CH2:10]2)[C:3]([NH:19][C:20]2[S:21][CH:22]=[CH:23][N:24]=2)=[O:18])[CH:16]=[CH:15][CH:14]=1. The yield is 0.530. (4) The reactants are C[Si]([N-][Si](C)(C)C)(C)C.[Li+].[CH3:11][O:12][C:13](=[O:25])[CH:14]([S:16]([C:19]1[CH:24]=[CH:23][CH:22]=[CH:21][CH:20]=1)(=[O:18])=[O:17])[CH3:15].[Br:26][CH2:27][CH2:28][CH2:29]Br. The catalyst is O1CCCC1. The product is [CH3:11][O:12][C:13](=[O:25])[C:14]([S:16]([C:19]1[CH:24]=[CH:23][CH:22]=[CH:21][CH:20]=1)(=[O:17])=[O:18])([CH3:15])[CH2:29][CH2:28][CH2:27][Br:26]. The yield is 0.150. (5) The catalyst is C(OCC)(=O)C.CO.[Pd]. The product is [CH3:1][O:2][C:3](=[O:28])[CH2:4][C@H:5]1[C:21](=[O:22])[N:20]([CH2:23][C:24]([CH3:25])([CH3:27])[CH3:26])[CH2:19][C:8]2[C:9]3[CH:10]=[N:11][NH:12][C:13]=3[C:14]([CH:16]([CH3:18])[CH3:17])=[CH:15][C:7]=2[CH2:6]1. The reactants are [CH3:1][O:2][C:3](=[O:28])[CH2:4][C@H:5]1[C:21](=[O:22])[N:20]([CH2:23][C:24]([CH3:27])([CH3:26])[CH3:25])[CH2:19][C:8]2[C:9]3[CH:10]=[N:11][NH:12][C:13]=3[C:14]([C:16]([CH3:18])=[CH2:17])=[CH:15][C:7]=2[CH2:6]1.[H][H]. The yield is 0.900. (6) The reactants are [N+:1]([O-:4])([O-])=[O:2].[K+].[Br:6][C:7]1[CH:16]=[CH:15][CH:14]=[C:13]2[C:8]=1[CH:9]=[CH:10][CH:11]=[N:12]2.OS(O)(=O)=O. No catalyst specified. The product is [Br:6][C:7]1[CH:16]=[CH:15][C:14]([N+:1]([O-:4])=[O:2])=[C:13]2[C:8]=1[CH:9]=[CH:10][CH:11]=[N:12]2. The yield is 0.920. (7) The reactants are [CH3:1][C:2]1[C:6]([CH2:7][N:8]2[CH:12]=[C:11]([N:13]3[C:17](=[O:18])[CH2:16][NH:15][C:14]3=[O:19])[CH:10]=[N:9]2)=[C:5]([CH3:20])[O:4][N:3]=1.Br[CH2:22][C:23]1[CH:28]=[CH:27][CH:26]=[CH:25][C:24]=1[C:29]([F:32])([F:31])[F:30]. No catalyst specified. The product is [CH3:1][C:2]1[C:6]([CH2:7][N:8]2[CH:12]=[C:11]([N:13]3[C:17](=[O:18])[CH2:16][N:15]([CH2:22][C:23]4[CH:28]=[CH:27][CH:26]=[CH:25][C:24]=4[C:29]([F:30])([F:31])[F:32])[C:14]3=[O:19])[CH:10]=[N:9]2)=[C:5]([CH3:20])[O:4][N:3]=1. The yield is 0.370.